This data is from Peptide-MHC class II binding affinity with 134,281 pairs from IEDB. The task is: Regression. Given a peptide amino acid sequence and an MHC pseudo amino acid sequence, predict their binding affinity value. This is MHC class II binding data. (1) The MHC is DRB1_1201 with pseudo-sequence DRB1_1201. The peptide sequence is ASTGGAYESYKFIPA. The binding affinity (normalized) is 0.183. (2) The peptide sequence is EVYEARLTKFKYLAG. The MHC is DRB1_1501 with pseudo-sequence DRB1_1501. The binding affinity (normalized) is 0.483. (3) The peptide sequence is ERRNKYLEEHPSAGK. The MHC is DRB5_0101 with pseudo-sequence DRB5_0101. The binding affinity (normalized) is 0.260. (4) The peptide sequence is GGGGESFGIVVAWQV. The MHC is DRB1_0901 with pseudo-sequence DRB1_0901. The binding affinity (normalized) is 0.737. (5) The peptide sequence is AASGAATVAAGGYKV. The MHC is HLA-DPA10201-DPB11401 with pseudo-sequence HLA-DPA10201-DPB11401. The binding affinity (normalized) is 0.0686. (6) The peptide sequence is EEWEPLTKKGNVWEV. The MHC is HLA-DPA10103-DPB10401 with pseudo-sequence HLA-DPA10103-DPB10401. The binding affinity (normalized) is 0.0800. (7) The peptide sequence is VKITDKNYEHIAAYH. The MHC is HLA-DPA10301-DPB10402 with pseudo-sequence HLA-DPA10301-DPB10402. The binding affinity (normalized) is 0.216. (8) The peptide sequence is GWIISNIFGAIPVLG. The MHC is DRB5_0101 with pseudo-sequence DRB5_0101. The binding affinity (normalized) is 0.430.